Dataset: Catalyst prediction with 721,799 reactions and 888 catalyst types from USPTO. Task: Predict which catalyst facilitates the given reaction. (1) Reactant: [Si]([O:8][C:9]1([C:13]2[S:14][C:15]([C:18]3[CH:19]=[C:20]([N:33]([C:41]4[N:46]=[C:45]([C:47]([F:50])([F:49])[F:48])[CH:44]=[CH:43][N:42]=4)C(=O)OC(C)(C)C)[CH:21]=[C:22]([NH:24][C:25](=[O:32])[NH:26][CH:27]4[CH2:31][CH2:30][CH2:29][CH2:28]4)[CH:23]=3)=[CH:16][N:17]=2)[CH2:12][CH2:11][CH2:10]1)(C(C)(C)C)(C)C.C(O)(C(F)(F)F)=O.CCCC[N+](CCCC)(CCCC)CCCC.[F-]. Product: [CH:27]1([NH:26][C:25]([NH:24][C:22]2[CH:21]=[C:20]([NH:33][C:41]3[N:46]=[C:45]([C:47]([F:48])([F:49])[F:50])[CH:44]=[CH:43][N:42]=3)[CH:19]=[C:18]([C:15]3[S:14][C:13]([C:9]4([OH:8])[CH2:10][CH2:11][CH2:12]4)=[N:17][CH:16]=3)[CH:23]=2)=[O:32])[CH2:28][CH2:29][CH2:30][CH2:31]1. The catalyst class is: 4. (2) Reactant: [Br:1][C:2]1[CH:3]=[C:4]([OH:11])[C:5]([OH:10])=[C:6]([CH:9]=1)[CH:7]=[O:8].[C:12](=O)([O-])[O-].[K+].[K+].ICI. Product: [Br:1][C:2]1[CH:9]=[C:6]([CH:7]=[O:8])[C:5]2[O:10][CH2:12][O:11][C:4]=2[CH:3]=1. The catalyst class is: 9.